This data is from Forward reaction prediction with 1.9M reactions from USPTO patents (1976-2016). The task is: Predict the product of the given reaction. (1) Given the reactants [Br:1][C:2]1[N:7]=[CH:6][C:5]2[C:8]([Cl:16])=[C:9]([C:11]3[O:15][CH:14]=[N:13][CH:12]=3)[NH:10][C:4]=2[CH:3]=1.C(N(CC)CC)C.[C:24](O[C:24]([O:26][C:27]([CH3:30])([CH3:29])[CH3:28])=[O:25])([O:26][C:27]([CH3:30])([CH3:29])[CH3:28])=[O:25], predict the reaction product. The product is: [Br:1][C:2]1[N:7]=[CH:6][C:5]2[C:8]([Cl:16])=[C:9]([C:11]3[O:15][CH:14]=[N:13][CH:12]=3)[N:10]([C:24]([O:26][C:27]([CH3:30])([CH3:29])[CH3:28])=[O:25])[C:4]=2[CH:3]=1. (2) Given the reactants [CH3:1][O:2][C:3]1[C:4](NC(=O)C(C)(C)C)=[C:5]([CH:9]=[CH:10][CH:11]=1)[C:6]([OH:8])=[O:7].Cl.N([O-])=O.[Na+].[I-:24].[K+], predict the reaction product. The product is: [I:24][C:4]1[C:3]([O:2][CH3:1])=[CH:11][CH:10]=[CH:9][C:5]=1[C:6]([OH:8])=[O:7]. (3) Given the reactants [Cl:1][C:2]1[CH:3]=[C:4]([CH:21]=[C:22]([Cl:25])[C:23]=1[OH:24])[C:5]([N:7]1[C:12]2[CH:13]=[CH:14][C:15]([C:17]([O:19]C)=[O:18])=[CH:16][C:11]=2[O:10][CH2:9][CH2:8]1)=[O:6].[OH-].[Na+], predict the reaction product. The product is: [Cl:1][C:2]1[CH:3]=[C:4]([CH:21]=[C:22]([Cl:25])[C:23]=1[OH:24])[C:5]([N:7]1[C:12]2[CH:13]=[CH:14][C:15]([C:17]([OH:19])=[O:18])=[CH:16][C:11]=2[O:10][CH2:9][CH2:8]1)=[O:6]. (4) Given the reactants [C:1]([OH:8])(=[O:7])/[CH:2]=[CH:3]\[C:4]([OH:6])=[O:5].[F:9][C:10]1[CH:11]=[C:12](/[CH:36]=[CH:37]/[C:38]([OH:40])=[O:39])[CH:13]=[C:14]([F:35])[C:15]=1[C@@H:16]1[C:21]2[NH:22][C:23]3[C:28]([C:20]=2[CH2:19][C@@H:18]([CH3:29])[N:17]1[CH2:30][C:31]([F:34])([CH3:33])[CH3:32])=[CH:27][CH:26]=[CH:25][CH:24]=3, predict the reaction product. The product is: [C:1]([O-:8])(=[O:7])/[CH:2]=[CH:3]\[C:4]([O-:6])=[O:5].[C:38](/[CH:37]=[CH:36]/[C:12]1[CH:13]=[C:14]([F:35])[C:15]([C@@H:16]2[C:21]3[NH:22][C:23]4[C:28](=[CH:27][CH:26]=[CH:25][CH:24]=4)[C:20]=3[CH2:19][C@@H:18]([CH3:29])[NH+:17]2[CH2:30][C:31]([F:34])([CH3:32])[CH3:33])=[C:10]([F:9])[CH:11]=1)([OH:40])=[O:39].[C:1](/[CH:2]=[CH:3]/[C:4]1[CH:11]=[C:10]([F:9])[C:15]([C@@H:16]2[C:21]3[NH:22][C:23]4[C:28](=[CH:27][CH:26]=[CH:25][CH:24]=4)[C:20]=3[CH2:19][C@@H:18]([CH3:29])[NH+:17]2[CH2:30][C:31]([CH3:33])([F:34])[CH3:32])=[C:14]([F:35])[CH:13]=1)([OH:8])=[O:7]. (5) Given the reactants Cl[CH:2]([O:4][C:5](=[O:31])[N:6]([C:15]1[CH:20]=[CH:19][C:18]([C:21](=[O:29])[C:22]2[CH:27]=[CH:26][CH:25]=[CH:24][C:23]=2[CH3:28])=[C:17]([Cl:30])[CH:16]=1)[C:7]1[CH:12]=[CH:11][C:10]([F:13])=[CH:9][C:8]=1[CH3:14])[CH3:3].[C:32]([O-:37])(=[O:36])[CH2:33][CH2:34][CH3:35].C([N+](CCCC)(CCCC)CCCC)CCC, predict the reaction product. The product is: [Cl:30][C:17]1[CH:16]=[C:15]([N:6]([C:7]2[CH:12]=[CH:11][C:10]([F:13])=[CH:9][C:8]=2[CH3:14])[C:5]([O:4][CH:2]([O:37][C:32](=[O:36])[CH2:33][CH2:34][CH3:35])[CH3:3])=[O:31])[CH:20]=[CH:19][C:18]=1[C:21](=[O:29])[C:22]1[CH:27]=[CH:26][CH:25]=[CH:24][C:23]=1[CH3:28]. (6) Given the reactants [O:1]1[CH:5]=[CH:4][C:3]([C:6]2[S:7][C:8]([C:31]3[N:35]([CH3:36])[N:34]=[CH:33][CH:32]=3)=[CH:9][C:10]=2[C:11]([NH:13][CH:14]([CH2:24][C:25]2[CH:30]=[CH:29][CH:28]=[CH:27][CH:26]=2)[CH2:15][NH:16]C(=O)OC(C)(C)C)=[O:12])=[CH:2]1, predict the reaction product. The product is: [NH2:16][CH2:15][CH:14]([NH:13][C:11]([C:10]1[CH:9]=[C:8]([C:31]2[N:35]([CH3:36])[N:34]=[CH:33][CH:32]=2)[S:7][C:6]=1[C:3]1[CH:4]=[CH:5][O:1][CH:2]=1)=[O:12])[CH2:24][C:25]1[CH:30]=[CH:29][CH:28]=[CH:27][CH:26]=1. (7) Given the reactants [CH:1]1([N:9]2[CH2:13][CH2:12][CH2:11][CH2:10]2)[CH2:8][CH2:7][CH2:6][CH2:5][CH2:4][CH2:3][CH2:2]1.[CH2:14]([I:18])[CH2:15][CH2:16][CH3:17].C(=O)(O)[O-].[K+], predict the reaction product. The product is: [I-:18].[CH2:14]([N+:9]1([CH:1]2[CH2:8][CH2:7][CH2:6][CH2:5][CH2:4][CH2:3][CH2:2]2)[CH2:13][CH2:12][CH2:11][CH2:10]1)[CH2:15][CH2:16][CH3:17].